This data is from Catalyst prediction with 721,799 reactions and 888 catalyst types from USPTO. The task is: Predict which catalyst facilitates the given reaction. Reactant: Br[CH:2]([CH3:37])[C:3]([C:5]1[CH:6]=[C:7]([C:23]([NH:25][CH2:26][C:27]2[CH:32]=[CH:31][C:30]([S:33]([CH3:36])(=[O:35])=[O:34])=[CH:29][CH:28]=2)=[O:24])[C:8](=[O:22])[N:9]([C:12]2[CH:17]=[CH:16][CH:15]=[C:14]([C:18]([F:21])([F:20])[F:19])[CH:13]=2)[C:10]=1[CH3:11])=O.[NH2:38][C:39]([NH2:41])=[S:40].CC([O-])=O.[Na+]. Product: [CH3:36][S:33]([C:30]1[CH:29]=[CH:28][C:27]([CH2:26][NH:25][C:23]([C:7]2[C:8](=[O:22])[N:9]([C:12]3[CH:17]=[CH:16][CH:15]=[C:14]([C:18]([F:21])([F:19])[F:20])[CH:13]=3)[C:10]([CH3:11])=[C:5]([C:3]3[N:38]=[C:39]([NH2:41])[S:40][C:2]=3[CH3:37])[CH:6]=2)=[O:24])=[CH:32][CH:31]=1)(=[O:34])=[O:35]. The catalyst class is: 14.